From a dataset of CYP2C9 inhibition data for predicting drug metabolism from PubChem BioAssay. Regression/Classification. Given a drug SMILES string, predict its absorption, distribution, metabolism, or excretion properties. Task type varies by dataset: regression for continuous measurements (e.g., permeability, clearance, half-life) or binary classification for categorical outcomes (e.g., BBB penetration, CYP inhibition). Dataset: cyp2c9_veith. (1) The molecule is c1ccc(N2CC3(CCNCC3)C2)nc1. The result is 0 (non-inhibitor). (2) The molecule is N[C@@H](C(=O)O)c1cc(O)ccc1Cl. The result is 0 (non-inhibitor).